This data is from Full USPTO retrosynthesis dataset with 1.9M reactions from patents (1976-2016). The task is: Predict the reactants needed to synthesize the given product. Given the product [CH2:1]([O:3][C:4](=[O:48])[CH2:5][CH2:6][CH2:7][O:8][C:9]1[CH:14]=[CH:13][CH:12]=[C:11]([CH2:15][CH2:16][CH2:17][CH2:18][CH2:19][CH2:20][O:21][C:22]2[CH:23]=[C:24]([C:33]3[CH:38]=[CH:37][CH:36]=[CH:35][CH:34]=3)[CH:25]=[C:26]([C:28]([N:29]3[CH2:30][CH2:79][C:80]([F:84])([F:83])[CH2:31]3)=[O:32])[CH:27]=2)[C:10]=1[CH2:41][CH2:42][C:43]([O:45][CH2:46][CH3:47])=[O:44])[CH3:2], predict the reactants needed to synthesize it. The reactants are: [CH2:1]([O:3][C:4](=[O:48])[CH2:5][CH2:6][CH2:7][O:8][C:9]1[CH:14]=[CH:13][CH:12]=[C:11]([CH2:15][CH2:16][CH2:17][CH2:18][CH2:19][CH2:20][O:21][C:22]2[CH:23]=[C:24]([C:33]3[CH:38]=[CH:37][C:36](F)=[C:35](F)[CH:34]=3)[CH:25]=[C:26]([C:28](=[O:32])[N:29]([CH3:31])[CH3:30])[CH:27]=2)[C:10]=1[CH2:41][CH2:42][C:43]([O:45][CH2:46][CH3:47])=[O:44])[CH3:2].C(OC(=O)CCCOC1C=CC=C(CCCCCCOC2C=C(C(N3CC[C:80]([F:84])([F:83])[CH2:79]3)=O)C=C(Br)C=2)C=1CCC(OCC)=O)C.C1(B(O)O)C=CC=CC=1.C(=O)([O-])[O-].[Cs+].[Cs+].